From a dataset of Full USPTO retrosynthesis dataset with 1.9M reactions from patents (1976-2016). Predict the reactants needed to synthesize the given product. (1) The reactants are: Cl[C:2]1[CH:7]=[CH:6][C:5]([C:8]2[S:9][C:10]3[N:11]=[CH:12][N:13]=[CH:14][C:15]=3[N:16]=2)=[CH:4][C:3]=1[C:17]#[N:18].[F:19][C:20]1[CH:21]=[C:22]([OH:26])[CH:23]=[CH:24][CH:25]=1.[H-].[Na+].O. Given the product [C:17]([C:3]1[CH:4]=[C:5]([C:8]2[S:9][C:10]3[N:11]=[CH:12][N:13]=[CH:14][C:15]=3[N:16]=2)[CH:6]=[CH:7][C:2]=1[O:26][C:22]1[CH:23]=[CH:24][CH:25]=[C:20]([F:19])[CH:21]=1)#[N:18], predict the reactants needed to synthesize it. (2) Given the product [CH3:26][S:23]([C:20]1[CH:21]=[C:22]2[C:17](=[CH:18][CH:19]=1)[N:16]([CH3:27])[N:15]=[C:14]2[C:11]1[N:10]=[C:9]2[C:5]([C:3]([OH:4])=[O:2])=[CH:6][NH:7][C:8]2=[N:13][CH:12]=1)(=[O:25])=[O:24], predict the reactants needed to synthesize it. The reactants are: C[O:2][C:3]([C:5]1[C:9]2=[N:10][C:11]([C:14]3[C:22]4[C:17](=[CH:18][CH:19]=[C:20]([S:23]([CH3:26])(=[O:25])=[O:24])[CH:21]=4)[N:16]([CH3:27])[N:15]=3)=[CH:12][N:13]=[C:8]2[N:7](COC(=O)C(C)(C)C)[CH:6]=1)=[O:4].[OH-].[Na+]. (3) Given the product [O:42]=[C:36]1[CH:35]([N:29]2[CH2:28][C:27]3[C:31](=[CH:32][CH:33]=[C:25]([CH2:24][NH:23][C:3](=[O:5])[C:2]([F:1])([F:16])[C:6]4[CH:11]=[CH:10][C:9]([O:12][CH:13]([CH3:15])[CH3:14])=[CH:8][CH:7]=4)[CH:26]=3)[C:30]2=[O:34])[CH2:40][CH2:39][C:38](=[O:41])[NH:37]1, predict the reactants needed to synthesize it. The reactants are: [F:1][C:2]([F:16])([C:6]1[CH:11]=[CH:10][C:9]([O:12][CH:13]([CH3:15])[CH3:14])=[CH:8][CH:7]=1)[C:3]([OH:5])=O.P(Cl)(Cl)(Cl)=O.Cl.[NH2:23][CH2:24][C:25]1[CH:26]=[C:27]2[C:31](=[CH:32][CH:33]=1)[C:30](=[O:34])[N:29]([CH:35]1[CH2:40][CH2:39][C:38](=[O:41])[NH:37][C:36]1=[O:42])[CH2:28]2.C(=O)(O)[O-].[Na+]. (4) Given the product [C:1]([O:5][C:6]([N:8]1[CH2:9][CH2:10][CH:11]([O:14][C:15]2[C:20]([CH3:21])=[CH:19][C:18]([N+:22]([O-:24])=[O:23])=[CH:17][C:16]=2[C:25](=[O:26])[NH2:38])[CH2:12][CH2:13]1)=[O:7])([CH3:3])([CH3:4])[CH3:2], predict the reactants needed to synthesize it. The reactants are: [C:1]([O:5][C:6]([N:8]1[CH2:13][CH2:12][CH:11]([O:14][C:15]2[C:20]([CH3:21])=[CH:19][C:18]([N+:22]([O-:24])=[O:23])=[CH:17][C:16]=2[C:25](O)=[O:26])[CH2:10][CH2:9]1)=[O:7])([CH3:4])([CH3:3])[CH3:2].ClC(OCC(C)C)=O.C([N:38](CC)CC)C.N. (5) Given the product [Cl:1][C:2]1[CH:10]=[CH:9][CH:8]=[C:7]2[C:3]=1[CH:4]=[CH:5][N:6]2[CH:12]1[CH2:15][O:14][CH2:13]1, predict the reactants needed to synthesize it. The reactants are: [Cl:1][C:2]1[CH:10]=[CH:9][CH:8]=[C:7]2[C:3]=1[CH:4]=[CH:5][NH:6]2.Br[CH:12]1[CH2:15][O:14][CH2:13]1.[OH-].[K+].O. (6) Given the product [OH:11][C:3]1[CH:4]=[C:5]([C:6]([OH:8])=[O:7])[CH:9]=[C:10]2[C:2]=1[N:1]=[CH:13][CH:14]=[C:15]2[CH3:16], predict the reactants needed to synthesize it. The reactants are: [NH2:1][C:2]1[CH:10]=[CH:9][C:5]([C:6]([OH:8])=[O:7])=[CH:4][C:3]=1[OH:11].Cl.[CH3:13][C:14](=O)[CH:15]=[CH2:16]. (7) Given the product [OH2:21].[CH3:19][S:20]([OH:23])(=[O:22])=[O:21].[CH3:1][CH:2]([CH3:18])[CH2:3][N:4]1[C:16]2[C:15]3[N:14]=[CH:13][CH:12]=[CH:11][C:10]=3[N:9]=[C:8]([NH2:17])[C:7]=2[N:6]=[CH:5]1, predict the reactants needed to synthesize it. The reactants are: [CH3:1][CH:2]([CH3:18])[CH2:3][N:4]1[C:16]2[C:15]3[N:14]=[CH:13][CH:12]=[CH:11][C:10]=3[N:9]=[C:8]([NH2:17])[C:7]=2[N:6]=[CH:5]1.[CH3:19][S:20]([OH:23])(=[O:22])=[O:21]. (8) The reactants are: [N:1]1[CH:2]=[CH:3][N:4]2[C:9]([C:10](OCC)=[O:11])=[CH:8][CH:7]=[CH:6][C:5]=12.[H-].C([Al+]CC(C)C)C(C)C.CO.C(C(C(C([O-])=O)O)O)([O-])=O.[Na+].[K+]. Given the product [N:1]1[CH:2]=[CH:3][N:4]2[C:9]([CH:10]=[O:11])=[CH:8][CH:7]=[CH:6][C:5]=12, predict the reactants needed to synthesize it. (9) Given the product [F:35][CH:36]([F:39])[CH2:37][NH:38][C:2]1[N:7]=[C:6]([C:8]2[S:12][C:11]([CH:13]([CH3:14])[CH3:15])=[N:10][C:9]=2[C:16]2[CH:17]=[CH:18][C:19]([F:34])=[C:20]([NH:22][S:23]([C:26]3[C:31]([F:32])=[CH:30][CH:29]=[CH:28][C:27]=3[F:33])(=[O:25])=[O:24])[CH:21]=2)[CH:5]=[CH:4][N:3]=1, predict the reactants needed to synthesize it. The reactants are: Cl[C:2]1[N:7]=[C:6]([C:8]2[S:12][C:11]([CH:13]([CH3:15])[CH3:14])=[N:10][C:9]=2[C:16]2[CH:17]=[CH:18][C:19]([F:34])=[C:20]([NH:22][S:23]([C:26]3[C:31]([F:32])=[CH:30][CH:29]=[CH:28][C:27]=3[F:33])(=[O:25])=[O:24])[CH:21]=2)[CH:5]=[CH:4][N:3]=1.[F:35][CH:36]([F:39])[CH2:37][NH2:38]. (10) Given the product [C:22]([C:19]1[CH:18]=[CH:17][C:16]([CH2:15][CH:14]2[C:6]3=[N:7][C:8]4[CH:13]=[CH:12][CH:11]=[CH:10][C:9]=4[N:5]3[C:36](=[O:37])[NH:26]2)=[CH:21][CH:20]=1)([CH3:23])([CH3:25])[CH3:24], predict the reactants needed to synthesize it. The reactants are: N#N.Cl.Cl.[NH:5]1[C:9]2[CH:10]=[CH:11][CH:12]=[CH:13][C:8]=2[N:7]=[C:6]1[C@H:14]([NH2:26])[CH2:15][C:16]1[CH:21]=[CH:20][C:19]([C:22]([CH3:25])([CH3:24])[CH3:23])=[CH:18][CH:17]=1.CCN(C(C)C)C(C)C.[C:36](N1C=CN=C1)(N1C=CN=C1)=[O:37].